This data is from Reaction yield outcomes from USPTO patents with 853,638 reactions. The task is: Predict the reaction yield, written as a fraction of the theoretical maximum amount of product (1.0 means a 100% yield; for example, 0.34 means a 34% yield). (1) The reactants are [CH:1]([C:3]1[NH:4][CH:5]=[CH:6][C:7]=1[C:8]1[CH:13]=[CH:12][C:11]([CH3:14])=[CH:10][CH:9]=1)=O.CC([O-])=[O:17].[K+].Cl.[CH3:21][NH2:22].[BH4-].[Na+].[OH2:25]. The catalyst is C(O)(=O)C.[N+](C)([O-])=O. The product is [N+:22]([CH2:21][CH2:1][C:3]1[NH:4][CH:5]=[CH:6][C:7]=1[C:8]1[CH:13]=[CH:12][C:11]([CH3:14])=[CH:10][CH:9]=1)([O-:17])=[O:25]. The yield is 0.740. (2) The reactants are [C:1]([O:5][C:6]([NH:8][CH2:9][C:10]1[CH:32]=[CH:31][C:13]([C:14]([NH:16][CH2:17][C:18]2[CH:30]=[CH:29][C:21]([O:22][CH2:23][CH2:24][C:25]([O:27]C)=[O:26])=[CH:20][CH:19]=2)=[O:15])=[CH:12][CH:11]=1)=[O:7])([CH3:4])([CH3:3])[CH3:2].O.[OH-].[Li+]. The catalyst is CO. The product is [C:1]([O:5][C:6]([NH:8][CH2:9][C:10]1[CH:32]=[CH:31][C:13]([C:14]([NH:16][CH2:17][C:18]2[CH:19]=[CH:20][C:21]([O:22][CH2:23][CH2:24][C:25]([OH:27])=[O:26])=[CH:29][CH:30]=2)=[O:15])=[CH:12][CH:11]=1)=[O:7])([CH3:4])([CH3:2])[CH3:3]. The yield is 0.860. (3) The reactants are [C:1]([NH:5][C:6]([C:8]1[CH:13]=[CH:12][CH:11]=[C:10]([C:14]2[C:22]3[C:17](=[CH:18][CH:19]=[C:20]([C:23]4[N:27]=[CH:26][N:25](C(C5C=CC=CC=5)(C5C=CC=CC=5)C5C=CC=CC=5)[N:24]=4)[CH:21]=3)[N:16](C3CCCCO3)[N:15]=2)[CH:9]=1)=[O:7])([CH3:4])([CH3:3])[CH3:2].Cl.C(=O)(O)[O-].[Na+]. The catalyst is O1CCOCC1. The product is [NH:24]1[C:23]([C:20]2[CH:21]=[C:22]3[C:17](=[CH:18][CH:19]=2)[NH:16][N:15]=[C:14]3[C:10]2[CH:9]=[C:8]([C:6]([NH:5][C:1]([CH3:4])([CH3:3])[CH3:2])=[O:7])[CH:13]=[CH:12][CH:11]=2)=[N:27][CH:26]=[N:25]1. The yield is 0.550. (4) The reactants are [Cl:1][C:2]1[C:18]([I:19])=[CH:17][C:5]2[C:6](=O)/[C:7](=[CH:12]\N(C)C)/[CH2:8][C:9](=[O:11])[NH:10][C:4]=2[CH:3]=1.Cl.[NH2:21][C:22]([NH2:24])=[NH:23].C(=O)([O-])[O-].[K+].[K+].O. The catalyst is CCO. The product is [NH2:23][C:22]1[N:24]=[CH:12][C:7]2[CH2:8][C:9](=[O:11])[NH:10][C:4]3[CH:3]=[C:2]([Cl:1])[C:18]([I:19])=[CH:17][C:5]=3[C:6]=2[N:21]=1. The yield is 0.820. (5) The yield is 0.460. The reactants are C(N(S(F)(F)[F:7])CC)C.O[CH2:11][C:12]1[N:16]2[C:17](=[O:33])[N:18]([CH:20]3[CH2:25][CH2:24][N:23]([C:26]([O:28][C:29]([CH3:32])([CH3:31])[CH3:30])=[O:27])[CH2:22][CH2:21]3)[CH2:19][C:15]2=[CH:14][N:13]=1. The product is [F:7][CH2:11][C:12]1[N:16]2[C:17](=[O:33])[N:18]([CH:20]3[CH2:25][CH2:24][N:23]([C:26]([O:28][C:29]([CH3:32])([CH3:31])[CH3:30])=[O:27])[CH2:22][CH2:21]3)[CH2:19][C:15]2=[CH:14][N:13]=1. The catalyst is ClCCl. (6) The reactants are [NH2:1][C:2]([NH:4][C:5]1[CH:9]=[C:8]([C:10]2[CH:15]=[CH:14][CH:13]=[C:12]([F:16])[CH:11]=2)[S:7][C:6]=1[C:17]([O:19]C)=O)=[O:3].[NH2:21][C@H:22]1[CH2:27][CH2:26][CH2:25][N:24]([C:28]([O:30][C:31]([CH3:34])([CH3:33])[CH3:32])=[O:29])[CH2:23]1.C[Al](C)C. The catalyst is C1COCC1. The product is [NH2:1][C:2]([NH:4][C:5]1[CH:9]=[C:8]([C:10]2[CH:15]=[CH:14][CH:13]=[C:12]([F:16])[CH:11]=2)[S:7][C:6]=1[C:17]([NH:21][C@H:22]1[CH2:27][CH2:26][CH2:25][N:24]([C:28]([O:30][C:31]([CH3:34])([CH3:33])[CH3:32])=[O:29])[CH2:23]1)=[O:19])=[O:3]. The yield is 0.390. (7) The reactants are [O:1]1[CH2:6][CH2:5][C:4](=O)[CH2:3][CH2:2]1.[CH3:8][C:9]([S@:12]([NH2:14])=[O:13])([CH3:11])[CH3:10].CCOC(C)=O.CCCCCC. The catalyst is C1COCC1.[O-]CC.[Ti+4].[O-]CC.[O-]CC.[O-]CC. The product is [O:1]1[CH2:6][CH2:5][C:4](=[N:14][S@@:12]([C:9]([CH3:11])([CH3:10])[CH3:8])=[O:13])[CH2:3][CH2:2]1. The yield is 0.472. (8) The reactants are [CH3:1][NH:2][CH2:3][CH2:4][C@@H:5]([C:7]1[S:8][CH:9]=[CH:10][CH:11]=1)[OH:6].C(OCC)(=O)C.[C:18]12([CH2:28][S:29](O)(=[O:31])=[O:30])[C:25]([CH3:27])([CH3:26])[CH:22]([CH2:23][CH2:24]1)[CH2:21][C:19]2=[O:20]. The catalyst is C(O)C. The product is [CH3:26][C:25]1([CH3:27])[CH:22]2[CH2:23][CH2:24][C@@:18]1([CH2:28][S:29]([O:6][C@H:5]([C:7]1[S:8][CH:9]=[CH:10][CH:11]=1)[CH2:4][CH2:3][NH:2][CH3:1])(=[O:31])=[O:30])[C:19](=[O:20])[CH2:21]2. The yield is 0.890. (9) The reactants are [Si:1]([O:8][CH2:9][C:10]1[N:11]([CH3:26])[C:12]2[C:17]([CH:18]=1)=[CH:16][C:15]([CH:19]([OH:23])[CH2:20][CH:21]=[CH2:22])=[C:14](C=C)[CH:13]=2)([C:4]([CH3:7])([CH3:6])[CH3:5])([CH3:3])[CH3:2]. The catalyst is C1(C)C=CC=CC=1.Cl[Ru](=C1N(C2C(C)=CC(C)=CC=2C)CCN1C1C(C)=CC(C)=CC=1C)(Cl)(=CC1C=CC=CC=1)[P](C1CCCCC1)(C1CCCCC1)C1CCCCC1.O=[Pt]=O. The product is [Si:1]([O:8][CH2:9][C:10]1[N:11]([CH3:26])[C:12]2[C:17]([CH:18]=1)=[CH:16][C:15]1[CH:19]([OH:23])[CH2:20][CH2:21][CH2:22][C:14]=1[CH:13]=2)([C:4]([CH3:6])([CH3:7])[CH3:5])([CH3:3])[CH3:2]. The yield is 0.690.